Dataset: Forward reaction prediction with 1.9M reactions from USPTO patents (1976-2016). Task: Predict the product of the given reaction. (1) The product is: [C:31]([O:35][C:36]([N:38]1[CH2:43][CH2:42][CH:41]([NH:44][C:16]([C:12]2[C:11]([NH:10][C:8](=[O:9])[C:7]3[C:19]([Cl:23])=[CH:20][CH:21]=[CH:22][C:6]=3[Cl:5])=[CH:15][NH:14][N:13]=2)=[O:18])[CH2:40][CH2:39]1)=[O:37])([CH3:34])([CH3:32])[CH3:33]. Given the reactants S(Cl)(Cl)=O.[Cl:5][C:6]1[CH:22]=[CH:21][CH:20]=[C:19]([Cl:23])[C:7]=1[C:8]([NH:10][C:11]1[C:12]([C:16]([OH:18])=O)=[N:13][NH:14][CH:15]=1)=[O:9].C(N(CC)CC)C.[C:31]([O:35][C:36]([N:38]1[CH2:43][CH2:42][CH:41]([NH2:44])[CH2:40][CH2:39]1)=[O:37])([CH3:34])([CH3:33])[CH3:32], predict the reaction product. (2) The product is: [OH:1][CH2:2][CH:3]1[CH2:7][CH2:6][CH2:5][N:4]1[C:8]1[N:13]=[C:12]([NH:14][CH2:15][C:16]2[CH:21]=[CH:20][C:19]([O:22][CH3:23])=[C:18]([Cl:24])[CH:17]=2)[C:11]([C@@H:35]([CH2:34][OH:33])[CH:36]=[CH2:37])=[CH:10][N:9]=1. Given the reactants [OH:1][CH2:2][C@@H:3]1[CH2:7][CH2:6][CH2:5][N:4]1[C:8]1[N:13]=[C:12]([NH:14][CH2:15][C:16]2[CH:21]=[CH:20][C:19]([O:22][CH3:23])=[C:18]([Cl:24])[CH:17]=2)[C:11](C=O)=[CH:10][N:9]=1.C([Mg]Br)=C.[Cl-].[NH4+].[O:33]1[CH2:37][CH2:36][CH2:35][CH2:34]1, predict the reaction product.